This data is from Catalyst prediction with 721,799 reactions and 888 catalyst types from USPTO. The task is: Predict which catalyst facilitates the given reaction. (1) Reactant: Cl.Cl[C:3]1[N:16]2[C:7](=[N:8][C:9]3[C:14]([C:15]2=[O:17])=[CH:13][CH:12]=[CH:11][CH:10]=3)[C:6]2[CH:18]=[CH:19][N:20]([S:21]([C:24]3[CH:29]=[CH:28][C:27]([CH3:30])=[CH:26][CH:25]=3)(=[O:23])=[O:22])[C:5]=2[N:4]=1.[CH3:31][N:32]([CH2:34][C:35]([N:37]1[C:45]2[C:40](=[CH:41][C:42]([O:47][CH3:48])=[C:43]([NH2:46])[CH:44]=2)[CH2:39][CH2:38]1)=[O:36])[CH3:33].[NH4+:49].[OH-]. Product: [CH3:33][N:32]([CH3:31])[CH2:34][C:35]([N:37]1[C:45]2[C:40](=[CH:41][C:42]([O:47][CH3:48])=[C:43]([NH:46][C:3]3[N:16]=[C:7]([NH:8][C:9]4[CH:10]=[CH:11][CH:12]=[CH:13][C:14]=4[C:15]([NH2:49])=[O:17])[C:6]4[CH:18]=[CH:19][N:20]([S:21]([C:24]5[CH:29]=[CH:28][C:27]([CH3:30])=[CH:26][CH:25]=5)(=[O:23])=[O:22])[C:5]=4[N:4]=3)[CH:44]=2)[CH2:39][CH2:38]1)=[O:36]. The catalyst class is: 49. (2) Reactant: CC(C)(S([NH:6][C:7]1([C:18]2[N:23]=[CH:22][CH:21]=[CH:20][N:19]=2)[CH2:10][N:9]([C:11]([O:13][C:14]([CH3:17])([CH3:16])[CH3:15])=[O:12])[CH2:8]1)=O)C.[ClH:25].CCOCC. Product: [ClH:25].[NH2:6][C:7]1([C:18]2[N:19]=[CH:20][CH:21]=[CH:22][N:23]=2)[CH2:8][N:9]([C:11]([O:13][C:14]([CH3:17])([CH3:16])[CH3:15])=[O:12])[CH2:10]1. The catalyst class is: 5. (3) Product: [NH2:13][C:11]1[NH:19][N:18]=[C:9]([NH:8][C:4]2[CH:5]=[CH:6][CH:7]=[C:2]([Cl:1])[CH:3]=2)[C:10]=1[C:14]([NH2:15])=[O:20]. The catalyst class is: 14. Reactant: [Cl:1][C:2]1[CH:3]=[C:4]([NH:8][C:9](SC)=[C:10]([C:14]#[N:15])[C:11]([NH2:13])=O)[CH:5]=[CH:6][CH:7]=1.[NH2:18][NH2:19].[OH2:20]. (4) Reactant: Cl[C:2]1[CH:3]=[CH:4][C:5]2[N:6]([C:8]([CH2:11][O:12][C:13]3[C:22]4[C:17](=[CH:18][C:19]([O:23][CH3:24])=[CH:20][CH:21]=4)[N:16]=[CH:15][CH:14]=3)=[N:9][N:10]=2)[N:7]=1.[Cl:25][C:26]1[CH:40]=[C:39](B2OC(C)(C)C(C)(C)O2)[CH:38]=[CH:37][C:27]=1[CH2:28][NH:29][C:30](=[O:36])[O:31][C:32]([CH3:35])([CH3:34])[CH3:33].C(=O)([O-])[O-].[Cs+].[Cs+]. Product: [Cl:25][C:26]1[CH:40]=[C:39]([C:2]2[CH:3]=[CH:4][C:5]3[N:6]([C:8]([CH2:11][O:12][C:13]4[C:22]5[C:17](=[CH:18][C:19]([O:23][CH3:24])=[CH:20][CH:21]=5)[N:16]=[CH:15][CH:14]=4)=[N:9][N:10]=3)[N:7]=2)[CH:38]=[CH:37][C:27]=1[CH2:28][NH:29][C:30](=[O:36])[O:31][C:32]([CH3:34])([CH3:33])[CH3:35]. The catalyst class is: 38. (5) Reactant: [Cl:1][C:2]1[C:3]([N:12]2[CH:16]=[C:15]([CH2:17][CH2:18][CH2:19][O:20][C:21]3[C:26]([CH2:27][CH3:28])=[CH:25][CH:24]=[CH:23][C:22]=3[CH2:29][C:30]([O:32]C)=[O:31])[C:14]([CH:34]([CH3:36])[CH3:35])=[N:13]2)=[N:4][CH:5]=[C:6]([C:8]([F:11])([F:10])[F:9])[CH:7]=1.[OH-].[Na+].O1CCCC1.Cl. Product: [Cl:1][C:2]1[C:3]([N:12]2[CH:16]=[C:15]([CH2:17][CH2:18][CH2:19][O:20][C:21]3[C:26]([CH2:27][CH3:28])=[CH:25][CH:24]=[CH:23][C:22]=3[CH2:29][C:30]([OH:32])=[O:31])[C:14]([CH:34]([CH3:35])[CH3:36])=[N:13]2)=[N:4][CH:5]=[C:6]([C:8]([F:10])([F:11])[F:9])[CH:7]=1. The catalyst class is: 5. (6) The catalyst class is: 27. Product: [CH3:1][C@@H:2]([CH2:7][C:8]1[CH:13]=[CH:12][CH:11]=[CH:10][CH:9]=1)[CH2:3][OH:4]. Reactant: [CH3:1][C@@H:2]([CH2:7][C:8]1[CH:13]=[CH:12][CH:11]=[CH:10][CH:9]=1)[C:3](OC)=[O:4].C[O-].[Na+].O1CCCC1.[H][H]. (7) Reactant: CCOC(/N=N/C(OCC)=O)=O.[N+](C1C=CC(C(O)=O)=CC=1)([O-])=O.[F:25][C:26]1[CH:31]=[CH:30][C:29]([F:32])=[CH:28][C:27]=1[C@@:33]1([C@H:36]([OH:38])[CH3:37])[CH2:35][O:34]1.C1(P(C2C=CC=CC=2)C2C=CC=CC=2)C=CC=CC=1. Product: [F:25][C:26]1[CH:31]=[CH:30][C:29]([F:32])=[CH:28][C:27]=1[C@@:33]1([C@@H:36]([OH:38])[CH3:37])[CH2:35][O:34]1. The catalyst class is: 1. (8) Reactant: [F:1][C:2]1([F:33])[CH2:7][CH2:6][N:5]([C:8]([C:10]2[NH:11][C:12]3[C:17]([CH:18]=2)=[CH:16][C:15]([C:19]([N:21]2[CH2:26][CH2:25][CH:24]([N:27]4[CH2:32][CH2:31][O:30][CH2:29][CH2:28]4)[CH2:23][CH2:22]2)=[O:20])=[CH:14][CH:13]=3)=[O:9])[CH2:4][CH2:3]1.[H-].[Na+].[CH:36]1([CH2:39]Br)[CH2:38][CH2:37]1. Product: [CH:36]1([CH2:39][N:11]2[C:12]3[C:17](=[CH:16][C:15]([C:19]([N:21]4[CH2:26][CH2:25][CH:24]([N:27]5[CH2:28][CH2:29][O:30][CH2:31][CH2:32]5)[CH2:23][CH2:22]4)=[O:20])=[CH:14][CH:13]=3)[CH:18]=[C:10]2[C:8]([N:5]2[CH2:4][CH2:3][C:2]([F:1])([F:33])[CH2:7][CH2:6]2)=[O:9])[CH2:38][CH2:37]1. The catalyst class is: 9. (9) Reactant: C(OC([NH:11][CH2:12][CH2:13][S:14]([CH2:17][C@H:18]([NH:29][C:30]([NH:32][C@@H:33]1[CH2:48][C:47]2=[CH:49][CH:50]=[C:44]([CH:45]=[CH:46]2)[O:43][CH2:42][CH2:41][CH2:40][CH2:39][O:38][CH2:37][C@H:36]([CH:51]([CH3:53])[CH3:52])[NH:35][C:34]1=[O:54])=[O:31])[C:19]([O:21]CC1C=CC=CC=1)=[O:20])(=[O:16])=[O:15])=O)C1C=CC=CC=1. Product: [NH2:11][CH2:12][CH2:13][S:14]([CH2:17][C@H:18]([NH:29][C:30]([NH:32][C@@H:33]1[CH2:48][C:47]2=[CH:46][CH:45]=[C:44]([CH:50]=[CH:49]2)[O:43][CH2:42][CH2:41][CH2:40][CH2:39][O:38][CH2:37][C@H:36]([CH:51]([CH3:52])[CH3:53])[NH:35][C:34]1=[O:54])=[O:31])[C:19]([OH:21])=[O:20])(=[O:16])=[O:15]. The catalyst class is: 19.